This data is from Catalyst prediction with 721,799 reactions and 888 catalyst types from USPTO. The task is: Predict which catalyst facilitates the given reaction. (1) Product: [Br:1][C:2]1[CH:7]=[CH:6][C:5]([CH:8]([N:10]([CH2:11][C:12]2[CH:13]=[N:14][CH:15]=[CH:16][CH:17]=2)[S:21]([CH2:20][C:19]([F:26])([F:25])[F:18])(=[O:23])=[O:22])[CH3:9])=[CH:4][CH:3]=1. Reactant: [Br:1][C:2]1[CH:7]=[CH:6][C:5]([CH:8]([NH:10][CH2:11][C:12]2[CH:13]=[N:14][CH:15]=[CH:16][CH:17]=2)[CH3:9])=[CH:4][CH:3]=1.[F:18][C:19]([F:26])([F:25])[CH2:20][S:21](Cl)(=[O:23])=[O:22]. The catalyst class is: 119. (2) Reactant: [CH3:1][C:2]1[N:3]=[CH:4][N:5]([C:7]2[C:12](=[O:13])[NH:11][C:10]([C:14]([OH:16])=O)=[CH:9][CH:8]=2)[CH:6]=1.[F:17][C:18]1[CH:30]=[CH:29][C:21]([O:22][CH2:23][CH2:24][NH:25][CH2:26][CH2:27]O)=[C:20]([C:31]([F:34])([F:33])[F:32])[CH:19]=1.C(N(CC)C(C)C)(C)C.F[P-](F)(F)(F)(F)F.N1(OC(N(C)C)=[N+](C)C)C2N=CC=CC=2N=N1. Product: [F:17][C:18]1[CH:30]=[CH:29][C:21]([O:22][CH2:23][CH2:24][N:25]2[CH2:26][CH2:27][N:11]3[C:12](=[O:13])[C:7]([N:5]4[CH:6]=[C:2]([CH3:1])[N:3]=[CH:4]4)=[CH:8][CH:9]=[C:10]3[C:14]2=[O:16])=[C:20]([C:31]([F:32])([F:33])[F:34])[CH:19]=1. The catalyst class is: 229. (3) Reactant: [O-:1][CH2:2][CH3:3].[Na+].CN([CH:8]=[O:9])C.Br[CH2:11][C:12]1[O:13][C:14]2[CH:20]=[CH:19][C:18]([O:21][CH3:22])=[CH:17][C:15]=2[CH:16]=1.[H-].[H-].[H-].[H-].[Li+].[Al+3]. Product: [CH3:22][O:21][C:18]1[CH:19]=[CH:20][C:14]2[O:13][C:12]([CH2:11][O:1][C:2]3[CH:15]=[CH:16][C:12]([CH2:8][OH:9])=[CH:11][CH:3]=3)=[CH:16][C:15]=2[CH:17]=1. The catalyst class is: 1. (4) Reactant: [CH2:1]([O:8][C:9]1[CH:10]=[CH:11][CH:12]=[C:13]([CH:17]=1)[C:14]([O-:16])=[O:15])[C:2]1[CH:7]=[CH:6][CH:5]=[CH:4][CH:3]=1.[OH-:18].[Na+].[C:20](O)(=O)[CH2:21][C:22]([CH2:27][C:28](O)=O)(C(O)=O)O.[CH2:33]1[CH2:37]O[CH2:35][CH2:34]1. Product: [CH3:35][C@H:34]([O:18][C:11]1[CH:12]=[C:13]([CH:17]=[C:9]([O:8][CH2:1][C:2]2[CH:3]=[CH:4][CH:5]=[CH:6][CH:7]=2)[CH:10]=1)[C:14]([OH:16])=[O:15])[CH2:33][C:37]1[CH:28]=[CH:27][CH:22]=[CH:21][CH:20]=1. The catalyst class is: 24.